The task is: Predict the reactants needed to synthesize the given product.. This data is from Full USPTO retrosynthesis dataset with 1.9M reactions from patents (1976-2016). Given the product [C:31]([O:35][C:36](=[O:48])[CH2:37][O:38][C:39]1[CH:44]=[CH:43][C:42]([Cl:45])=[CH:41][C:40]=1[C:46]#[C:47][C:58]1[CH:57]=[C:56]([S:53]([NH:52][CH:49]([CH3:50])[CH3:51])(=[O:54])=[O:55])[CH:61]=[CH:60][C:59]=1[CH3:62])([CH3:34])([CH3:33])[CH3:32], predict the reactants needed to synthesize it. The reactants are: C(OC(=O)COC1C=CC(Cl)=CC=1C#CC1C=CC=C(S(CCC)(=O)=O)C=1)(C)(C)C.[C:31]([O:35][C:36](=[O:48])[CH2:37][O:38][C:39]1[CH:44]=[CH:43][C:42]([Cl:45])=[CH:41][C:40]=1[C:46]#[CH:47])([CH3:34])([CH3:33])[CH3:32].[CH:49]([NH:52][S:53]([C:56]1[CH:61]=[CH:60][C:59]([CH3:62])=[C:58](Br)[CH:57]=1)(=[O:55])=[O:54])([CH3:51])[CH3:50].